Dataset: Catalyst prediction with 721,799 reactions and 888 catalyst types from USPTO. Task: Predict which catalyst facilitates the given reaction. (1) Reactant: [F:1][C:2]1[CH:10]=[CH:9][CH:8]=[C:7]([I:11])[C:3]=1[C:4]([OH:6])=[O:5].C(Cl)(=O)C(Cl)=O.CN(C=O)C.O[NH:24][C:25](=[NH:27])[CH3:26]. Product: [F:1][C:2]1[CH:10]=[CH:9][CH:8]=[C:7]([I:11])[C:3]=1[C:4]([O:6]/[N:24]=[C:25](\[NH2:27])/[CH3:26])=[O:5]. The catalyst class is: 2. (2) Reactant: C[O:2][C:3](=[O:31])[C:4]1[CH:9]=[C:8]([O:10][C:11]2[C:16]([Cl:17])=[CH:15][CH:14]=[C:13]([C@H:18]([NH:21][C:22]([O:24][C:25]([CH3:28])([CH3:27])[CH3:26])=[O:23])[CH2:19][CH3:20])[C:12]=2[F:29])[CH:7]=[CH:6][C:5]=1[F:30].O[Li].O. Product: [C:25]([O:24][C:22]([NH:21][C@@H:18]([C:13]1[C:12]([F:29])=[C:11]([C:16]([Cl:17])=[CH:15][CH:14]=1)[O:10][C:8]1[CH:7]=[CH:6][C:5]([F:30])=[C:4]([CH:9]=1)[C:3]([OH:31])=[O:2])[CH2:19][CH3:20])=[O:23])([CH3:26])([CH3:27])[CH3:28]. The catalyst class is: 20. (3) Reactant: [CH3:1][N:2]([CH2:4][C:5]([OH:7])=[O:6])[CH3:3].O[N:9]1[C:13](=[O:14])[CH2:12][CH2:11][C:10]1=[O:15].C1(N=C=NC2CCCCC2)CCCCC1. Product: [O:15]=[C:10]1[CH2:11][CH2:12][C:13](=[O:14])[N:9]1[O:6][C:5](=[O:7])[CH2:4][N:2]([CH3:3])[CH3:1]. The catalyst class is: 2. (4) Reactant: [CH3:1][C:2]1[C:7]([CH3:8])=[CH:6][CH:5]=[CH:4][C:3]=1[NH:9][CH2:10][CH2:11][CH2:12][C:13]([O:15][CH3:16])=[O:14].C(=O)(O)[O-].[Na+].[C:22](O[C:22]([O:24][C:25]([CH3:28])([CH3:27])[CH3:26])=[O:23])([O:24][C:25]([CH3:28])([CH3:27])[CH3:26])=[O:23]. Product: [C:25]([O:24][C:22]([N:9]([C:3]1[CH:4]=[CH:5][CH:6]=[C:7]([CH3:8])[C:2]=1[CH3:1])[CH2:10][CH2:11][CH2:12][C:13]([O:15][CH3:16])=[O:14])=[O:23])([CH3:28])([CH3:27])[CH3:26]. The catalyst class is: 1. (5) Reactant: [NH2:1][C:2]1[CH:7]=[CH:6][C:5]([Br:8])=[CH:4][N:3]=1.C(N(CC)C(C)C)(C)C.Cl[CH2:19][C:20](Cl)=[O:21].[C:23]([N:26]1[CH2:31][CH2:30][NH:29][CH2:28][CH2:27]1)(=[O:25])[CH3:24]. Product: [C:23]([N:26]1[CH2:31][CH2:30][N:29]([CH2:19][C:20]([NH:1][C:2]2[CH:7]=[CH:6][C:5]([Br:8])=[CH:4][N:3]=2)=[O:21])[CH2:28][CH2:27]1)(=[O:25])[CH3:24]. The catalyst class is: 11. (6) Reactant: [CH3:1][N:2]([CH3:29])[S:3]([N:6]1[CH:10]=[C:9]([C:11]2[CH:16]=[CH:15][CH:14]=[CH:13][CH:12]=2)[N:8]=[C:7]1[CH2:17][NH:18]C(=O)OCC1C=CC=CC=1)(=[O:5])=[O:4]. Product: [NH2:18][CH2:17][C:7]1[N:6]([S:3]([N:2]([CH3:29])[CH3:1])(=[O:4])=[O:5])[CH:10]=[C:9]([C:11]2[CH:16]=[CH:15][CH:14]=[CH:13][CH:12]=2)[N:8]=1. The catalyst class is: 394.